Dataset: Forward reaction prediction with 1.9M reactions from USPTO patents (1976-2016). Task: Predict the product of the given reaction. (1) Given the reactants [CH2:1]([O:3][C:4]1[C:5]([F:12])=[C:6]([OH:11])[C:7]([F:10])=[CH:8][CH:9]=1)[CH3:2].[CH2:13]([O:15][C:16](=[O:20])[C:17]#[C:18][CH3:19])[CH3:14].N12CCCN=C1CCCCC2, predict the reaction product. The product is: [CH2:13]([O:15][C:16](=[O:20])/[CH:17]=[C:18](/[O:11][C:6]1[C:7]([F:10])=[CH:8][CH:9]=[C:4]([O:3][CH2:1][CH3:2])[C:5]=1[F:12])\[CH3:19])[CH3:14]. (2) Given the reactants [Cl:1][C:2]1[CH:10]=[N:9][CH:8]=[CH:7][C:3]=1[C:4](Cl)=[O:5].CN(C=O)C.[NH2:16][C:17]1[C:18]([OH:27])=[N:19][CH:20]=[C:21]([C:23]([F:26])([F:25])[F:24])[CH:22]=1.C(N(CC)CC)C, predict the reaction product. The product is: [Cl:1][C:2]1[CH:10]=[N:9][CH:8]=[CH:7][C:3]=1[C:4]([NH:16][C:17]1[C:18]([OH:27])=[N:19][CH:20]=[C:21]([C:23]([F:26])([F:24])[F:25])[CH:22]=1)=[O:5]. (3) Given the reactants [CH3:1][C:2]1[O:6][C:5]([CH2:7][NH2:8])=[CH:4][CH:3]=1.Cl.CC1OC(CN)=CC=1.[CH:18]1[N:23]=[C:22](Cl)[C:21]2[N:25]=[CH:26][N:27]([C@@H:28]3[O:32][C@H:31]([CH2:33][OH:34])[C@@H:30]([OH:35])[C@H:29]3[OH:36])[C:20]=2[N:19]=1.C(N(CC)CC)C, predict the reaction product. The product is: [CH3:1][C:2]1[O:6][C:5]([CH2:7][NH:8][C:22]2[C:21]3[N:25]=[CH:26][N:27]([C:20]=3[N:19]=[CH:18][N:23]=2)[C@@H:28]2[O:32][C@H:31]([CH2:33][OH:34])[C@@H:30]([OH:35])[C@H:29]2[OH:36])=[CH:4][CH:3]=1. (4) Given the reactants [CH:1](OCC)(OCC)OCC.Cl.N1C=CC=CC=1.[C:18]([O:21][CH2:22][CH2:23][CH2:24][NH:25][C:26]1[C:35]2[C:30](=[CH:31][CH:32]=[CH:33][N:34]=2)[N:29]=[CH:28][C:27]=1[NH2:36])(=[O:20])[CH3:19], predict the reaction product. The product is: [C:18]([O:21][CH2:22][CH2:23][CH2:24][N:25]1[C:26]2[C:35]3[N:34]=[CH:33][CH:32]=[CH:31][C:30]=3[N:29]=[CH:28][C:27]=2[N:36]=[CH:1]1)(=[O:20])[CH3:19]. (5) Given the reactants [N:1]1[CH:6]=[CH:5][C:4]([C:7]2[CH:17]=[C:16]([C:18]([F:21])([F:20])[F:19])[CH:15]=[CH:14][C:8]=2[C:9](OCC)=[O:10])=[CH:3][N:2]=1.[H-].[Al+3].[Li+].[H-].[H-].[H-], predict the reaction product. The product is: [N:1]1[CH:6]=[CH:5][C:4]([C:7]2[CH:17]=[C:16]([C:18]([F:20])([F:21])[F:19])[CH:15]=[CH:14][C:8]=2[CH2:9][OH:10])=[CH:3][N:2]=1. (6) Given the reactants [NH:1]1[C:9]2[C:4](=[N:5][CH:6]=[CH:7][CH:8]=2)[C:3]([C:10]([O:12]CC)=[O:11])=[N:2]1.[Cl:15][CH2:16][C:17]1[CH:22]=[CH:21][C:20]([C:23]2[CH:24]=[N:25][N:26]([CH3:28])[CH:27]=2)=[CH:19][C:18]=1[F:29].[OH-].[Li+], predict the reaction product. The product is: [ClH:15].[F:29][C:18]1[CH:19]=[C:20]([C:23]2[CH:24]=[N:25][N:26]([CH3:28])[CH:27]=2)[CH:21]=[CH:22][C:17]=1[CH2:16][N:1]1[C:9]2[C:4](=[N:5][CH:6]=[CH:7][CH:8]=2)[C:3]([C:10]([OH:12])=[O:11])=[N:2]1. (7) Given the reactants [NH2:1][CH:2]1[CH2:8][CH2:7][CH2:6][CH2:5][CH2:4][CH:3]1[C:9]([OH:11])=O.[CH3:12][N:13]1[C:21]2[C:16](=[CH:17][CH:18]=[CH:19][CH:20]=2)[CH:15]=[C:14]1[C:22]([OH:24])=O.Cl.[NH2:26][CH2:27][C:28]#[N:29], predict the reaction product. The product is: [C:27]([CH2:28][NH:29][C:9]([C@@H:3]1[CH2:4][CH2:5][CH2:6][CH2:7][CH2:8][C@@H:2]1[NH:1][C:22]([C:14]1[N:13]([CH3:12])[C:21]2[C:16]([CH:15]=1)=[CH:17][CH:18]=[CH:19][CH:20]=2)=[O:24])=[O:11])#[N:26]. (8) Given the reactants [N+:1]([C:4]1[CH:5]=[C:6]([CH2:10][CH2:11][C:12]([N:14]2[CH2:19][CH2:18][N:17]([CH3:20])[CH2:16][CH2:15]2)=[O:13])[CH:7]=[CH:8][CH:9]=1)([O-])=O, predict the reaction product. The product is: [NH2:1][C:4]1[CH:5]=[C:6]([CH2:10][CH2:11][C:12]([N:14]2[CH2:19][CH2:18][N:17]([CH3:20])[CH2:16][CH2:15]2)=[O:13])[CH:7]=[CH:8][CH:9]=1. (9) Given the reactants [Cl:1][C:2]1[C:7]([C:8](OCC)=[O:9])=[CH:6][N:5]=[C:4]([Cl:13])[C:3]=1[CH3:14], predict the reaction product. The product is: [Cl:1][C:2]1[C:3]([CH3:14])=[C:4]([Cl:13])[N:5]=[CH:6][C:7]=1[CH2:8][OH:9].